This data is from Forward reaction prediction with 1.9M reactions from USPTO patents (1976-2016). The task is: Predict the product of the given reaction. (1) The product is: [CH3:26][C:23]1[S:24][CH:25]=[C:21]([NH:20][C:4]([C:6]2[C:11]([NH:12][C:13]3[N:14]([CH3:18])[N:15]=[CH:16][CH:17]=3)=[CH:10][CH:9]=[C:8]([CH3:19])[N:7]=2)=[O:5])[N:22]=1. Given the reactants C(O[C:4]([C:6]1[C:11]([NH:12][C:13]2[N:14]([CH3:18])[N:15]=[CH:16][CH:17]=2)=[CH:10][CH:9]=[C:8]([CH3:19])[N:7]=1)=[O:5])C.[NH2:20][C:21]1[N:22]=[C:23]([CH3:26])[S:24][CH:25]=1, predict the reaction product. (2) Given the reactants [C:1]([O:4][C@H:5]1[C@@H:11]([O:12][C:13](=[O:15])[CH3:14])[C@@H:10]([CH2:16][O:17][C:18](=[O:20])[CH3:19])[O:9][CH:7]([OH:8])[C@@H:6]1[F:21])(=[O:3])[CH3:2].[C:22](OC(=O)C)(=[O:24])[CH3:23], predict the reaction product. The product is: [C:22]([O:8][C@@H:7]1[O:9][C@H:10]([CH2:16][O:17][C:18](=[O:20])[CH3:19])[C@H:11]([O:12][C:13](=[O:15])[CH3:14])[C@H:5]([O:4][C:1](=[O:3])[CH3:2])[C@H:6]1[F:21])(=[O:24])[CH3:23]. (3) Given the reactants O1CCCCC1[O:7][C:8]1[CH:9]=[C:10]([N:14]2[CH2:19][CH2:18][N:17]([C:20]([O:22][C:23]([CH3:26])([CH3:25])[CH3:24])=[O:21])[CH2:16][CH2:15]2)[CH:11]=[CH:12][CH:13]=1.C1(C)C=CC(S([O-])(=O)=O)=CC=1.[NH+]1C=CC=CC=1, predict the reaction product. The product is: [OH:7][C:8]1[CH:9]=[C:10]([N:14]2[CH2:19][CH2:18][N:17]([C:20]([O:22][C:23]([CH3:26])([CH3:25])[CH3:24])=[O:21])[CH2:16][CH2:15]2)[CH:11]=[CH:12][CH:13]=1. (4) Given the reactants [F:1][C:2]1[CH:8]=[C:7]([O:9][C:10]2[CH:15]=[CH:14][C:13]([C:16]3[N:17]=[C:18]([CH2:21][O:22][C:23]4[CH:28]=[CH:27][CH:26]=[CH:25][CH:24]=4)[NH:19][CH:20]=3)=[CH:12][CH:11]=2)[CH:6]=[CH:5][C:3]=1[NH2:4].[N-:29]([C:32]#[N:33])[C:30]#[N:31].[Na+], predict the reaction product. The product is: [C:30]([N:29]=[C:32]([NH2:33])[NH:4][C:3]1[CH:5]=[CH:6][C:7]([O:9][C:10]2[CH:11]=[CH:12][C:13]([C:16]3[N:17]=[C:18]([CH2:21][O:22][C:23]4[CH:24]=[CH:25][CH:26]=[CH:27][CH:28]=4)[NH:19][CH:20]=3)=[CH:14][CH:15]=2)=[CH:8][C:2]=1[F:1])#[N:31].